This data is from Peptide-MHC class I binding affinity with 185,985 pairs from IEDB/IMGT. The task is: Regression. Given a peptide amino acid sequence and an MHC pseudo amino acid sequence, predict their binding affinity value. This is MHC class I binding data. (1) The peptide sequence is FTMTHRRPTI. The MHC is HLA-A68:02 with pseudo-sequence HLA-A68:02. The binding affinity (normalized) is 0.562. (2) The peptide sequence is FPREGVFVF. The MHC is HLA-A33:01 with pseudo-sequence HLA-A33:01. The binding affinity (normalized) is 0. (3) The peptide sequence is LTAGFLIFL. The MHC is HLA-B44:03 with pseudo-sequence HLA-B44:03. The binding affinity (normalized) is 0. (4) The peptide sequence is KQGKCATCVY. The MHC is HLA-B15:01 with pseudo-sequence HLA-B15:01. The binding affinity (normalized) is 0.827. (5) The peptide sequence is SVNCFTSLVWAPL. The MHC is HLA-A30:02 with pseudo-sequence HLA-A30:02. The binding affinity (normalized) is 0.0939. (6) The peptide sequence is MMFINSTCY. The MHC is HLA-A11:01 with pseudo-sequence HLA-A11:01. The binding affinity (normalized) is 0.531.